This data is from Catalyst prediction with 721,799 reactions and 888 catalyst types from USPTO. The task is: Predict which catalyst facilitates the given reaction. Reactant: [F:1][C:2]([F:10])([F:9])[C:3]1[N:7]=[C:6]([SH:8])[NH:5][N:4]=1.C(=O)([O-])[O-].[Cs+].[Cs+].[CH2:17](I)[CH3:18].Cl. Product: [CH2:17]([S:8][C:6]1[NH:5][N:4]=[C:3]([C:2]([F:10])([F:9])[F:1])[N:7]=1)[CH3:18]. The catalyst class is: 136.